This data is from HIV replication inhibition screening data with 41,000+ compounds from the AIDS Antiviral Screen. The task is: Binary Classification. Given a drug SMILES string, predict its activity (active/inactive) in a high-throughput screening assay against a specified biological target. (1) The molecule is O=C(Cc1ccccc1)Nc1ccccc1Cl. The result is 0 (inactive). (2) The drug is COC(=O)C(NC(=O)C(CC(=O)OC(C)(C)C)NC(=O)OC(C)(C)C)C(O)c1ccccc1. The result is 0 (inactive). (3) The molecule is N=C(CS)NC1CCCCC1. The result is 0 (inactive).